Task: Predict which catalyst facilitates the given reaction.. Dataset: Catalyst prediction with 721,799 reactions and 888 catalyst types from USPTO (1) Reactant: [C:1]([C:5]1[CH:10]=[CH:9][CH:8]=[CH:7][C:6]=1[OH:11])([CH3:4])([CH3:3])[CH3:2].[CH:12]#[C:13][CH2:14]Br.C([O-])([O-])=O.[K+].[K+]. Product: [C:1]([C:5]1[CH:10]=[CH:9][CH:8]=[CH:7][C:6]=1[O:11][CH2:14][C:13]#[CH:12])([CH3:4])([CH3:2])[CH3:3]. The catalyst class is: 10. (2) Reactant: [NH2:1][CH2:2][C:3]([NH2:5])=[O:4].C[Al](C)C.[Cl:10][C:11]1[CH:21]=[C:20](/[CH:22]=[CH:23]/[CH:24]([C:29]2[CH:34]=[C:33]([Cl:35])[C:32]([Cl:36])=[C:31]([Cl:37])[CH:30]=2)[C:25]([F:28])([F:27])[F:26])[CH:19]=[CH:18][C:12]=1[C:13](OCC)=[O:14]. Product: [Cl:10][C:11]1[CH:21]=[C:20](/[CH:22]=[CH:23]/[CH:24]([C:29]2[CH:30]=[C:31]([Cl:37])[C:32]([Cl:36])=[C:33]([Cl:35])[CH:34]=2)[C:25]([F:26])([F:27])[F:28])[CH:19]=[CH:18][C:12]=1[C:13]([NH:1][CH2:2][C:3](=[O:4])[NH:5][CH2:24][C:25]([F:28])([F:27])[F:26])=[O:14]. The catalyst class is: 2. (3) Reactant: [C:1]1([CH3:11])[CH:6]=[CH:5][C:4]([S:7]([OH:10])(=[O:9])=[O:8])=[CH:3][CH:2]=1.[CH:12]1([NH:15][C:16](=[O:44])[C:17]2[CH:22]=[CH:21][C:20]([CH3:23])=[C:19]([N:24]3[C:33](=[O:34])[C:32]4[C:27](=[CH:28][CH:29]=[C:30]([N:35]5[CH2:40][CH2:39][N:38]([CH:41]([CH3:43])[CH3:42])[CH2:37][CH2:36]5)[CH:31]=4)[N:26]=[CH:25]3)[CH:18]=2)[CH2:14][CH2:13]1. Product: [C:1]1([CH3:11])[CH:2]=[CH:3][C:4]([S:7]([OH:10])(=[O:8])=[O:9])=[CH:5][CH:6]=1.[CH:12]1([NH:15][C:16](=[O:44])[C:17]2[CH:22]=[CH:21][C:20]([CH3:23])=[C:19]([N:24]3[C:33](=[O:34])[C:32]4[C:27](=[CH:28][CH:29]=[C:30]([N:35]5[CH2:36][CH2:37][N:38]([CH:41]([CH3:42])[CH3:43])[CH2:39][CH2:40]5)[CH:31]=4)[N:26]=[CH:25]3)[CH:18]=2)[CH2:14][CH2:13]1. The catalyst class is: 13. (4) Reactant: [F:1][CH:2]([F:33])[C:3]1[C:11]2[C:6](=[CH:7][C:8]([C:12]([F:15])([F:14])[F:13])=[CH:9][CH:10]=2)[N:5]([S:16]([C:19]2[CH:24]=[CH:23][C:22]([O:25][CH3:26])=[C:21]([N:27]3[CH2:32][CH2:31][NH:30][CH2:29][CH2:28]3)[CH:20]=2)(=[O:18])=[O:17])[CH:4]=1.C([BH3-])#N.[Na+].C(O)(=O)C.CCO[C:45]1(O[Si](C)(C)C)[CH2:47][CH2:46]1. Product: [CH:45]1([N:30]2[CH2:29][CH2:28][N:27]([C:21]3[CH:20]=[C:19]([S:16]([N:5]4[C:6]5[C:11](=[CH:10][CH:9]=[C:8]([C:12]([F:13])([F:14])[F:15])[CH:7]=5)[C:3]([CH:2]([F:1])[F:33])=[CH:4]4)(=[O:18])=[O:17])[CH:24]=[CH:23][C:22]=3[O:25][CH3:26])[CH2:32][CH2:31]2)[CH2:47][CH2:46]1. The catalyst class is: 5. (5) Reactant: [CH2:1]([O:8][C:9]([NH:11][C:12]12[CH2:19][CH2:18][C:15]([C:20]([OH:22])=[O:21])([CH2:16][CH2:17]1)[CH2:14][CH2:13]2)=[O:10])[C:2]1[CH:7]=[CH:6][CH:5]=[CH:4][CH:3]=1.[O:23]1[CH:28]=[CH:27][CH2:26][CH2:25][CH2:24]1. Product: [CH2:1]([O:8][C:9]([NH:11][C:12]12[CH2:19][CH2:18][C:15]([C:20]([O:22][CH:24]3[CH2:25][CH2:26][CH2:27][CH2:28][O:23]3)=[O:21])([CH2:16][CH2:17]1)[CH2:14][CH2:13]2)=[O:10])[C:2]1[CH:3]=[CH:4][CH:5]=[CH:6][CH:7]=1. The catalyst class is: 4. (6) Reactant: O.Cl.Cl.[CH2:4]1[C:12]2[C:7](=[CH:8][CH:9]=[CH:10][CH:11]=2)[CH2:6][CH:5]1[NH:13][C:14]1[N:15]=[CH:16][C:17]2[CH2:22][NH:21][CH2:20][C:18]=2[N:19]=1.C(N(CC)CC)C.[Cl:30][CH2:31][C:32](Cl)=[O:33]. Product: [Cl:30][CH2:31][C:32]([N:21]1[CH2:22][C:17]2[CH:16]=[N:15][C:14]([NH:13][CH:5]3[CH2:4][C:12]4[C:7](=[CH:8][CH:9]=[CH:10][CH:11]=4)[CH2:6]3)=[N:19][C:18]=2[CH2:20]1)=[O:33]. The catalyst class is: 4. (7) Product: [C:76]([S:73]([NH:72][C@H:69]1[CH2:68][CH2:67][C@H:66]([C:64]2[NH:63][C:54]3[CH:55]=[C:56]([C:59]([F:61])([F:62])[F:60])[CH:57]=[CH:58][C:53]=3[N:52]=2)[CH2:71][CH2:70]1)(=[O:75])=[O:74])([CH3:79])([CH3:78])[CH3:77]. Reactant: Cl.CN(C)CCCN=C=NCC.ON1C2C=CC=CC=2N=N1.C(S(NC1CCC(C(O)=O)CC1)(=O)=O)(C)(C)C.FC(F)(F)C1C=CC(N)=C(N)C=1.[NH2:52][C:53]1[CH:58]=[CH:57][C:56]([C:59]([F:62])([F:61])[F:60])=[CH:55][C:54]=1[NH:63][C:64]([C@H:66]1[CH2:71][CH2:70][C@H:69]([NH:72][S:73]([C:76]([CH3:79])([CH3:78])[CH3:77])(=[O:75])=[O:74])[CH2:68][CH2:67]1)=O.P(Cl)(Cl)(Cl)=O. The catalyst class is: 399. (8) Reactant: Cl[C:2]1[N:7]=[C:6]([NH2:8])[C:5]([N+:9]([O-:11])=[O:10])=[CH:4][N:3]=1.Cl.[NH:13]1[CH2:18][CH2:17][O:16][C@@H:15]([C:19]([N:21]2[CH2:25][CH2:24][CH2:23][CH2:22]2)=[O:20])[CH2:14]1.C(N(CC)CC)C. Product: [NH2:8][C:6]1[C:5]([N+:9]([O-:11])=[O:10])=[CH:4][N:3]=[C:2]([N:13]2[CH2:18][CH2:17][O:16][C@@H:15]([C:19]([N:21]3[CH2:25][CH2:24][CH2:23][CH2:22]3)=[O:20])[CH2:14]2)[N:7]=1. The catalyst class is: 10. (9) Reactant: [O:1]([C:13]1[CH:18]=[C:17]([OH:19])[CH:16]=[CH:15][C:14]=1[CH2:20][C:21]1[CH:26]=[CH:25][C:24]([CH2:27][CH3:28])=[CH:23][CH:22]=1)[C@@H:2]1[O:10][C@H:9]([CH2:11][OH:12])[C@@H:7]([OH:8])[C@H:5]([OH:6])[C@H:3]1[OH:4].C(=O)([O-])[O-].[Cs+].[Cs+].Br[CH2:36][CH2:37][O:38][CH2:39][C:40]1[CH:45]=[CH:44][CH:43]=[CH:42][CH:41]=1.O. Product: [O:1]([C:13]1[CH:18]=[C:17]([O:19][CH2:36][CH2:37][O:38][CH2:39][C:40]2[CH:45]=[CH:44][CH:43]=[CH:42][CH:41]=2)[CH:16]=[CH:15][C:14]=1[CH2:20][C:21]1[CH:26]=[CH:25][C:24]([CH2:27][CH3:28])=[CH:23][CH:22]=1)[C@@H:2]1[O:10][C@H:9]([CH2:11][OH:12])[C@@H:7]([OH:8])[C@H:5]([OH:6])[C@H:3]1[OH:4]. The catalyst class is: 9. (10) Reactant: [Cl-].[Cl-].[Cl-].[Al+3].C[O:6][C:7]1[CH:12]=[CH:11][C:10]([CH2:13][CH:14]([C:21]2[CH:26]=[CH:25][CH:24]=[CH:23][CH:22]=2)[CH2:15][C:16]([O:18][CH2:19][CH3:20])=[O:17])=[CH:9][CH:8]=1.C(S)C. Product: [OH:6][C:7]1[CH:8]=[CH:9][C:10]([CH2:13][CH:14]([C:21]2[CH:22]=[CH:23][CH:24]=[CH:25][CH:26]=2)[CH2:15][C:16]([O:18][CH2:19][CH3:20])=[O:17])=[CH:11][CH:12]=1. The catalyst class is: 2.